Dataset: Forward reaction prediction with 1.9M reactions from USPTO patents (1976-2016). Task: Predict the product of the given reaction. (1) Given the reactants [C:1]([C:3]1[CH2:24][C@@:23]2([CH3:25])[C@@H:6]([CH2:7][CH2:8][C@:9]3([CH3:34])[C:22]2=[CH:21][C:20](=[O:26])[C@H:19]2[C@@:10]3([CH3:33])[CH2:11][CH2:12][C@:13]3([CH3:32])[C@H:18]2[CH2:17][C@@:16]([CH3:31])([C:27]([O:29][CH3:30])=[O:28])[CH2:15][CH2:14]3)[C:5]([CH3:36])([CH3:35])[C:4]=1[OH:37])#[N:2].ClC1C(=O)C(C#N)=C(C#N)C(=O)C=1Cl, predict the reaction product. The product is: [C:1]([C:3]1[C:4](=[O:37])[C:5]([CH3:36])([CH3:35])[C@H:6]2[C@:23]([CH3:25])([CH:24]=1)[C:22]1[C@:9]([CH3:34])([C@@:10]3([CH3:33])[C@H:19]([C:20](=[O:26])[CH:21]=1)[C@H:18]1[C@:13]([CH3:32])([CH2:14][CH2:15][C@:16]([CH3:31])([C:27]([O:29][CH3:30])=[O:28])[CH2:17]1)[CH2:12][CH2:11]3)[CH2:8][CH2:7]2)#[N:2]. (2) Given the reactants Br[CH:2]([C:13]1[CH:18]=[CH:17][CH:16]=[C:15]([C:19]([F:22])([F:21])[F:20])[CH:14]=1)[C:3]1[CH:8]=[CH:7][CH:6]=[C:5]([C:9]([F:12])([F:11])[F:10])[CH:4]=1.Cl.[O:24]=[C:25]1[C:30]([C:31]([O:33][CH3:34])=[O:32])=[CH:29][CH:28]=[CH:27][NH:26]1.[H-].[Na+], predict the reaction product. The product is: [F:10][C:9]([F:12])([F:11])[C:5]1[CH:4]=[C:3]([CH:2]([C:13]2[CH:18]=[CH:17][CH:16]=[C:15]([C:19]([F:22])([F:21])[F:20])[CH:14]=2)[N:26]2[CH:27]=[CH:28][CH:29]=[C:30]([C:31]([O:33][CH3:34])=[O:32])[C:25]2=[O:24])[CH:8]=[CH:7][CH:6]=1. (3) Given the reactants [Cl:1][C:2]1[CH:7]=[CH:6][C:5]([CH2:8][C:9]([OH:11])=O)=[CH:4][CH:3]=1.C(N1C=CN=C1)(N1C=CN=C1)=O.Cl.[NH2:25][CH2:26][C:27]1[CH:28]=[C:29]2[C:34](=[CH:35][CH:36]=1)[N:33]=[C:32]([CH3:37])[N:31]([CH:38]1[CH2:43][CH2:42][C:41](=[O:44])[NH:40][C:39]1=[O:45])[C:30]2=[O:46], predict the reaction product. The product is: [Cl:1][C:2]1[CH:3]=[CH:4][C:5]([CH2:8][C:9]([NH:25][CH2:26][C:27]2[CH:28]=[C:29]3[C:34](=[CH:35][CH:36]=2)[N:33]=[C:32]([CH3:37])[N:31]([CH:38]2[CH2:43][CH2:42][C:41](=[O:44])[NH:40][C:39]2=[O:45])[C:30]3=[O:46])=[O:11])=[CH:6][CH:7]=1. (4) Given the reactants [CH3:1][C:2]([O:5][C:6]([N:8]1[CH2:14][C:13]2[CH:15]=[C:16](B(O)O)[CH:17]=[CH:18][C:12]=2[O:11][CH2:10][CH2:9]1)=[O:7])([CH3:4])[CH3:3].Br[C:23]1[CH:28]=[CH:27][C:26]([O:29][CH3:30])=[C:25]([O:31][CH:32]([F:34])[F:33])[CH:24]=1.C(=O)([O-])[O-].[K+].[K+], predict the reaction product. The product is: [F:33][CH:32]([F:34])[O:31][C:25]1[CH:24]=[C:23]([C:16]2[CH:17]=[CH:18][C:12]3[O:11][CH2:10][CH2:9][N:8]([C:6]([O:5][C:2]([CH3:4])([CH3:3])[CH3:1])=[O:7])[CH2:14][C:13]=3[CH:15]=2)[CH:28]=[CH:27][C:26]=1[O:29][CH3:30]. (5) Given the reactants [NH2:1][C:2]1[CH:3]=[CH:4][C:5]([F:20])=[C:6]([C@:8]2([CH3:19])[CH2:13][C@@H:12]([C:14]([F:17])([F:16])[F:15])[O:11][C:10]([NH2:18])=[N:9]2)[CH:7]=1.[F:21][CH2:22][C:23]1[N:24]=[CH:25][C:26]([C:29](O)=[O:30])=[N:27][CH:28]=1, predict the reaction product. The product is: [NH2:18][C:10]1[O:11][C@H:12]([C:14]([F:16])([F:17])[F:15])[CH2:13][C@:8]([C:6]2[CH:7]=[C:2]([NH:1][C:29]([C:26]3[CH:25]=[N:24][C:23]([CH2:22][F:21])=[CH:28][N:27]=3)=[O:30])[CH:3]=[CH:4][C:5]=2[F:20])([CH3:19])[N:9]=1.